Dataset: Catalyst prediction with 721,799 reactions and 888 catalyst types from USPTO. Task: Predict which catalyst facilitates the given reaction. (1) Reactant: Cl[C:2]1[N:7]=[C:6]([NH:8]NCC#C)[N:5]=[C:4]([NH:13]NCCC)[N:3]=1.[F:18][C:19]1[CH:28]=[CH:27][C:22]([CH2:23][NH:24][O:25][CH3:26])=[CH:21][CH:20]=1. Product: [F:18][C:19]1[CH:20]=[CH:21][C:22]([CH2:23][N:24]([C:2]2[N:3]=[C:4]([NH:13][CH2:21][CH2:22][CH3:23])[N:5]=[C:6]([NH:8][CH2:28][C:19]#[CH:20])[N:7]=2)[O:25][CH3:26])=[CH:27][CH:28]=1. The catalyst class is: 12. (2) Reactant: Br[CH:2]1[CH:8]([Br:9])[CH2:7][CH:6]2[C@@H:3]1[CH2:4][C:5]2=[O:10].[C:11]([Si:15]([CH3:29])([CH3:28])[O:16][CH2:17][CH2:18][CH2:19][CH2:20][CH2:21][CH2:22][CH2:23][CH2:24][CH2:25][NH:26][CH3:27])([CH3:14])([CH3:13])[CH3:12]. The catalyst class is: 21. Product: [Br:9][CH:8]1[CH2:7][C@H:6]2[C@H:3]([N:26]([CH2:25][CH2:24][CH2:23][CH2:22][CH2:21][CH2:20][CH2:19][CH2:18][CH2:17][O:16][Si:15]([C:11]([CH3:14])([CH3:13])[CH3:12])([CH3:29])[CH3:28])[CH3:27])[C@@H:2]1[CH2:4][C:5]2=[O:10]. (3) Reactant: [CH3:1]/[CH:2]=[CH:3]/[C:4]([CH:6]1[C:11]([CH3:13])([CH3:12])[CH2:10][CH:9]=[CH:8][CH:7]1[CH3:14])=[O:5].[SH:15][CH2:16][CH2:17][C:18]([OH:20])=[O:19]. Product: [O:5]=[C:4]([CH:6]1[C:11]([CH3:12])([CH3:13])[CH2:10][CH:9]=[CH:8][CH:7]1[CH3:14])[CH2:3][CH:2]([S:15][CH2:16][CH2:17][C:18]([OH:20])=[O:19])[CH3:1]. The catalyst class is: 237. (4) Reactant: [CH3:1][S:2](Cl)(=[O:4])=[O:3].[CH:6]1([C:9]2[CH:10]=[N:11][C:12]3[C:17]([C:18]=2[CH2:19][OH:20])=[CH:16][CH:15]=[CH:14][CH:13]=3)[CH2:8][CH2:7]1. Product: [CH3:1][S:2]([O:20][CH2:19][C:18]1[C:17]2[C:12](=[CH:13][CH:14]=[CH:15][CH:16]=2)[N:11]=[CH:10][C:9]=1[CH:6]1[CH2:8][CH2:7]1)(=[O:4])=[O:3]. The catalyst class is: 2. (5) Reactant: [CH:1]1([O:4][C:5]2[CH:6]=[C:7]([C:15]3[N:24](COCC[Si](C)(C)C)[C:18]4[CH:19]=[N:20][NH:21][C:22](=[O:23])[C:17]=4[C:16]=3[CH2:33][N:34]([CH3:36])[CH3:35])[CH:8]=[CH:9][C:10]=2[O:11][CH:12]([F:14])[F:13])[CH2:3][CH2:2]1. Product: [CH:1]1([O:4][C:5]2[CH:6]=[C:7]([C:15]3[NH:24][C:18]4[CH:19]=[N:20][NH:21][C:22](=[O:23])[C:17]=4[C:16]=3[CH2:33][N:34]([CH3:36])[CH3:35])[CH:8]=[CH:9][C:10]=2[O:11][CH:12]([F:13])[F:14])[CH2:2][CH2:3]1. The catalyst class is: 6.